This data is from NCI-60 drug combinations with 297,098 pairs across 59 cell lines. The task is: Regression. Given two drug SMILES strings and cell line genomic features, predict the synergy score measuring deviation from expected non-interaction effect. (1) Drug 1: CN(C)C1=NC(=NC(=N1)N(C)C)N(C)C. Drug 2: C1=NC2=C(N1)C(=S)N=C(N2)N. Cell line: SK-OV-3. Synergy scores: CSS=37.2, Synergy_ZIP=-0.623, Synergy_Bliss=-0.785, Synergy_Loewe=-40.8, Synergy_HSA=-1.19. (2) Drug 1: C1=CC(=CC=C1CC(C(=O)O)N)N(CCCl)CCCl.Cl. Drug 2: C1=NC2=C(N1)C(=S)N=CN2. Cell line: 786-0. Synergy scores: CSS=11.9, Synergy_ZIP=-14.0, Synergy_Bliss=-24.2, Synergy_Loewe=-25.9, Synergy_HSA=-25.1. (3) Drug 1: CS(=O)(=O)OCCCCOS(=O)(=O)C. Drug 2: CCC1(C2=C(COC1=O)C(=O)N3CC4=CC5=C(C=CC(=C5CN(C)C)O)N=C4C3=C2)O.Cl. Cell line: KM12. Synergy scores: CSS=4.07, Synergy_ZIP=11.7, Synergy_Bliss=16.5, Synergy_Loewe=-14.0, Synergy_HSA=1.03.